Dataset: Full USPTO retrosynthesis dataset with 1.9M reactions from patents (1976-2016). Task: Predict the reactants needed to synthesize the given product. (1) The reactants are: [NH2:1][C:2]1[CH:3]=[CH:4][C:5]([NH:23][CH2:24][CH2:25][CH2:26][CH2:27][CH2:28][CH3:29])=[C:6]([C:8]2[O:9][C:10]3[CH:16]=[CH:15][C:14]([C:17]4[CH:22]=[CH:21][CH:20]=[CH:19][CH:18]=4)=[CH:13][C:11]=3[N:12]=2)[CH:7]=1.[CH:30]1[C:35]([C:36]([OH:38])=[O:37])=[CH:34][C:33]2[C:39]([O:41][C:42](=O)[C:32]=2[CH:31]=1)=[O:40]. Given the product [CH2:24]([NH:23][C:5]1[CH:4]=[CH:3][C:2]([N:1]2[C:39](=[O:40])[C:33]3[C:32](=[CH:31][CH:30]=[C:35]([C:36]([OH:38])=[O:37])[CH:34]=3)[C:42]2=[O:41])=[CH:7][C:6]=1[C:8]1[O:9][C:10]2[CH:16]=[CH:15][C:14]([C:17]3[CH:22]=[CH:21][CH:20]=[CH:19][CH:18]=3)=[CH:13][C:11]=2[N:12]=1)[CH2:25][CH2:26][CH2:27][CH2:28][CH3:29], predict the reactants needed to synthesize it. (2) The reactants are: C([O:3][C:4]([CH:6]1[O:11][C:10]2[CH:12]=[C:13]([Cl:17])[C:14]([Cl:16])=[CH:15][C:9]=2[O:8][CH2:7]1)=[O:5])C.[Li+].[OH-]. Given the product [Cl:16][C:14]1[C:13]([Cl:17])=[CH:12][C:10]2[O:11][CH:6]([C:4]([OH:5])=[O:3])[CH2:7][O:8][C:9]=2[CH:15]=1, predict the reactants needed to synthesize it.